Dataset: Peptide-MHC class II binding affinity with 134,281 pairs from IEDB. Task: Regression. Given a peptide amino acid sequence and an MHC pseudo amino acid sequence, predict their binding affinity value. This is MHC class II binding data. (1) The peptide sequence is EERVERIKSEYMTSW. The MHC is HLA-DQA10201-DQB10402 with pseudo-sequence HLA-DQA10201-DQB10402. The binding affinity (normalized) is 0.302. (2) The peptide sequence is MMFLSLGVGADQGCAR. The MHC is DRB4_0103 with pseudo-sequence DRB4_0103. The binding affinity (normalized) is 0.498. (3) The peptide sequence is GGESFGIVVAWKVRL. The MHC is DRB1_1201 with pseudo-sequence DRB1_1201. The binding affinity (normalized) is 0.384. (4) The MHC is HLA-DQA10101-DQB10501 with pseudo-sequence HLA-DQA10101-DQB10501. The peptide sequence is GFKAALAAAAGVPPADKYRT. The binding affinity (normalized) is 0.326. (5) The peptide sequence is AFKVEATAANAAPAN. The MHC is HLA-DPA10103-DPB10301 with pseudo-sequence HLA-DPA10103-DPB10301. The binding affinity (normalized) is 0.504. (6) The peptide sequence is TGLWPFIRINNLKVK. The MHC is H-2-IAb with pseudo-sequence H-2-IAb. The binding affinity (normalized) is 0.0938. (7) The peptide sequence is WHKEGSSIGKLFTQT. The MHC is DRB1_0301 with pseudo-sequence DRB1_0301. The binding affinity (normalized) is 0.00383.